From a dataset of Catalyst prediction with 721,799 reactions and 888 catalyst types from USPTO. Predict which catalyst facilitates the given reaction. (1) Reactant: [O:1]1[CH2:6][CH2:5][N:4]([C:7]([NH:9][C@H:10]([C:15]([OH:17])=O)[CH2:11][CH:12]([CH3:14])[CH3:13])=[O:8])[CH2:3][CH2:2]1.CON(C)[C:21](=[O:32])[CH:22]([NH2:31])[CH2:23][CH2:24][C:25]1[CH:30]=[CH:29][CH:28]=[CH:27][CH:26]=1.C(Cl)CCl.C1C=CC2N(O)N=NC=2C=1.CCN(C(C)C)C(C)C. Product: [O:1]1[CH2:2][CH2:3][N:4]([C:7]([NH:9][C@H:10]([C:15]([NH:31][C@@H:22]([CH2:23][CH2:24][C:25]2[CH:30]=[CH:29][CH:28]=[CH:27][CH:26]=2)[CH:21]=[O:32])=[O:17])[CH2:11][CH:12]([CH3:13])[CH3:14])=[O:8])[CH2:5][CH2:6]1. The catalyst class is: 23. (2) Reactant: C(O[C:6](=O)[N:7]([CH2:9][C:10]1[CH:11]=[N:12][C:13]([F:41])=[CH:14][C:15]=1[C:16]1[C:21]2[S:22][C:23]([C:25]3[C:30]([F:31])=[CH:29][N:28]=[C:27]([NH:32][CH2:33][CH2:34][N:35]4[CH2:39][CH2:38][NH:37][C:36]4=[O:40])[N:26]=3)=[CH:24][C:20]=2[CH:19]=[CH:18][CH:17]=1)C)(C)(C)C. Product: [F:31][C:30]1[C:25]([C:23]2[S:22][C:21]3[C:16]([C:15]4[C:10]([CH2:9][NH:7][CH3:6])=[CH:11][N:12]=[C:13]([F:41])[CH:14]=4)=[CH:17][CH:18]=[CH:19][C:20]=3[CH:24]=2)=[N:26][C:27]([NH:32][CH2:33][CH2:34][N:35]2[CH2:39][CH2:38][NH:37][C:36]2=[O:40])=[N:28][CH:29]=1. The catalyst class is: 157. (3) Reactant: Cl[S:2]([N:5]=C=O)(=[O:4])=[O:3].O.[F:9][C:10]([F:26])([F:25])[C:11]1[CH:23]=[C:22]2[C:14]([C:15]3[CH:16]=[C:17]([NH2:24])[CH:18]=[CH:19][C:20]=3[NH:21]2)=[CH:13][CH:12]=1.N1C=CC=CC=1. Product: [F:26][C:10]([F:9])([F:25])[C:11]1[CH:23]=[C:22]2[C:14]([C:15]3[CH:16]=[C:17]([NH:24][S:2]([NH2:5])(=[O:4])=[O:3])[CH:18]=[CH:19][C:20]=3[NH:21]2)=[CH:13][CH:12]=1. The catalyst class is: 880. (4) Reactant: [OH:1][CH2:2][C:3]1[C:4]([C:24]2[CH:29]=[CH:28][C:27]([CH3:30])=[CH:26][CH:25]=2)=[C:5]([CH2:15][NH:16][C:17](=[O:23])[O:18][C:19]([CH3:22])([CH3:21])[CH3:20])[C:6]([CH2:10][C:11]([CH3:14])([CH3:13])[CH3:12])=[N:7][C:8]=1[CH3:9].C(N(CC)CC)C.[C:38](Cl)(=[O:40])[CH3:39].C(=O)([O-])O.[Na+]. Product: [C:38]([O:1][CH2:2][C:3]1[C:8]([CH3:9])=[N:7][C:6]([CH2:10][C:11]([CH3:12])([CH3:13])[CH3:14])=[C:5]([CH2:15][NH:16][C:17]([O:18][C:19]([CH3:21])([CH3:22])[CH3:20])=[O:23])[C:4]=1[C:24]1[CH:29]=[CH:28][C:27]([CH3:30])=[CH:26][CH:25]=1)(=[O:40])[CH3:39]. The catalyst class is: 7.